From a dataset of Catalyst prediction with 721,799 reactions and 888 catalyst types from USPTO. Predict which catalyst facilitates the given reaction. Reactant: Br[C:2]1[CH:7]=[C:6]([F:8])[CH:5]=[C:4]([O:9][C:10]([CH3:13])([CH3:12])[CH3:11])[CH:3]=1.C(C1C=CC=CC=1)(=O)C1C=CC=CC=1.C[O-].[Na+].C1(P(C2C=CC=CC=2)C2C=CC3C(=CC=CC=3)C=2C2C3C(=CC=CC=3)C=CC=2P(C2C=CC=CC=2)C2C=CC=CC=2)C=CC=CC=1.CC([O-])=O.[Na+].Cl.[NH2:83]O. Product: [C:10]([O:9][C:4]1[CH:3]=[C:2]([NH2:83])[CH:7]=[C:6]([F:8])[CH:5]=1)([CH3:13])([CH3:12])[CH3:11]. The catalyst class is: 224.